From a dataset of Forward reaction prediction with 1.9M reactions from USPTO patents (1976-2016). Predict the product of the given reaction. Given the reactants [CH3:1][O-:2].[Na+].CO.CO.Cl[C:9]1[CH:14]=[C:13]([C:15]([O:17]C)=[O:16])[CH:12]=[C:11]([C:19]2[CH:24]=[CH:23][CH:22]=[CH:21][CH:20]=2)[N:10]=1.Cl, predict the reaction product. The product is: [CH3:1][O:2][C:9]1[CH:14]=[C:13]([C:15]([OH:17])=[O:16])[CH:12]=[C:11]([C:19]2[CH:24]=[CH:23][CH:22]=[CH:21][CH:20]=2)[N:10]=1.